This data is from NCI-60 drug combinations with 297,098 pairs across 59 cell lines. The task is: Regression. Given two drug SMILES strings and cell line genomic features, predict the synergy score measuring deviation from expected non-interaction effect. (1) Drug 1: C1=NC2=C(N1)C(=S)N=CN2. Drug 2: CC1=C(C(=O)C2=C(C1=O)N3CC4C(C3(C2COC(=O)N)OC)N4)N. Cell line: NCI-H226. Synergy scores: CSS=12.5, Synergy_ZIP=-7.36, Synergy_Bliss=-1.27, Synergy_Loewe=-7.85, Synergy_HSA=-3.68. (2) Drug 2: CCC(=C(C1=CC=CC=C1)C2=CC=C(C=C2)OCCN(C)C)C3=CC=CC=C3.C(C(=O)O)C(CC(=O)O)(C(=O)O)O. Cell line: HCT116. Drug 1: C1CCN(CC1)CCOC2=CC=C(C=C2)C(=O)C3=C(SC4=C3C=CC(=C4)O)C5=CC=C(C=C5)O. Synergy scores: CSS=4.06, Synergy_ZIP=-0.0534, Synergy_Bliss=3.14, Synergy_Loewe=-1.40, Synergy_HSA=-1.00. (3) Drug 1: C1=CC(=CC=C1C#N)C(C2=CC=C(C=C2)C#N)N3C=NC=N3. Drug 2: C1=NC2=C(N1)C(=S)N=CN2. Cell line: OVCAR-8. Synergy scores: CSS=15.9, Synergy_ZIP=-9.77, Synergy_Bliss=-2.52, Synergy_Loewe=-15.0, Synergy_HSA=-4.02. (4) Drug 1: CC12CCC(CC1=CCC3C2CCC4(C3CC=C4C5=CN=CC=C5)C)O. Drug 2: C#CCC(CC1=CN=C2C(=N1)C(=NC(=N2)N)N)C3=CC=C(C=C3)C(=O)NC(CCC(=O)O)C(=O)O. Cell line: DU-145. Synergy scores: CSS=-2.54, Synergy_ZIP=-0.648, Synergy_Bliss=-3.11, Synergy_Loewe=-4.65, Synergy_HSA=-4.13. (5) Drug 1: CC(C)(C#N)C1=CC(=CC(=C1)CN2C=NC=N2)C(C)(C)C#N. Drug 2: C1CN(P(=O)(OC1)NCCCl)CCCl. Cell line: IGROV1. Synergy scores: CSS=-3.76, Synergy_ZIP=1.22, Synergy_Bliss=-1.74, Synergy_Loewe=-5.40, Synergy_HSA=-4.01. (6) Drug 1: CN(C)C1=NC(=NC(=N1)N(C)C)N(C)C. Drug 2: C#CCC(CC1=CN=C2C(=N1)C(=NC(=N2)N)N)C3=CC=C(C=C3)C(=O)NC(CCC(=O)O)C(=O)O. Cell line: CCRF-CEM. Synergy scores: CSS=-3.99, Synergy_ZIP=1.32, Synergy_Bliss=-2.08, Synergy_Loewe=-6.08, Synergy_HSA=-4.91. (7) Drug 1: CC1=C(C=C(C=C1)NC2=NC=CC(=N2)N(C)C3=CC4=NN(C(=C4C=C3)C)C)S(=O)(=O)N.Cl. Drug 2: C1CC(C1)(C(=O)O)C(=O)O.[NH2-].[NH2-].[Pt+2]. Cell line: OVCAR-4. Synergy scores: CSS=22.8, Synergy_ZIP=-5.29, Synergy_Bliss=-1.86, Synergy_Loewe=-1.39, Synergy_HSA=-2.03.